Dataset: Full USPTO retrosynthesis dataset with 1.9M reactions from patents (1976-2016). Task: Predict the reactants needed to synthesize the given product. (1) Given the product [Br:1][C:2]1[C:3](=[O:25])[N:4]([CH2:17][CH2:18][C:19]2[CH:24]=[CH:23][CH:22]=[CH:21][CH:20]=2)[C:5]([C:9]2[CH:14]=[CH:13][CH:12]=[C:11]([O:15][CH2:32][C:33]3[CH:38]=[CH:37][CH:36]=[CH:35][CH:34]=3)[C:10]=2[F:16])=[N:6][C:7]=1[CH3:8], predict the reactants needed to synthesize it. The reactants are: [Br:1][C:2]1[C:3](=[O:25])[N:4]([CH2:17][CH2:18][C:19]2[CH:24]=[CH:23][CH:22]=[CH:21][CH:20]=2)[C:5]([C:9]2[CH:14]=[CH:13][CH:12]=[C:11]([OH:15])[C:10]=2[F:16])=[N:6][C:7]=1[CH3:8].C(=O)([O-])[O-].[K+].[K+].[CH2:32](Br)[C:33]1[CH:38]=[CH:37][CH:36]=[CH:35][CH:34]=1. (2) Given the product [Cl:1][C:2]1[CH:3]=[C:4]([NH:16][C:17]2[C:26]3[C:21](=[CH:22][CH:23]=[CH:24][C:25]=3[O:27][C@H:29]([CH3:34])[C:30]([O:32][CH3:33])=[O:31])[N:20]=[CH:19][N:18]=2)[CH:5]=[CH:6][C:7]=1[O:8][CH2:9][C:10]1[CH:15]=[CH:14][CH:13]=[CH:12][N:11]=1, predict the reactants needed to synthesize it. The reactants are: [Cl:1][C:2]1[CH:3]=[C:4]([NH:16][C:17]2[C:26]3[C:25]([OH:27])=[CH:24][CH:23]=[CH:22][C:21]=3[N:20]=[CH:19][N:18]=2)[CH:5]=[CH:6][C:7]=1[O:8][CH2:9][C:10]1[CH:15]=[CH:14][CH:13]=[CH:12][N:11]=1.O[C@@H:29]([CH3:34])[C:30]([O:32][CH3:33])=[O:31].C1(P(C2C=CC=CC=2)C2C=CC=CC=2)C=CC=CC=1.